Dataset: Catalyst prediction with 721,799 reactions and 888 catalyst types from USPTO. Task: Predict which catalyst facilitates the given reaction. (1) Reactant: Cl.[F:2][C:3]1[C:4]([C:15]([F:18])([F:17])[F:16])=[C:5]([CH:9]2[CH2:14][CH2:13][NH:12][CH2:11][CH2:10]2)[CH:6]=[CH:7][CH:8]=1.[C:19]([O:23][C:24](C1NCC2NN=C(C(O)=O)C=2C1)=[O:25])([CH3:22])([CH3:21])[CH3:20].C([N:41]([CH:44](C)C)CC)(C)C.CCN=C=NCCCN(C)C.[CH:58]1[CH:59]=[CH:60][C:61]2N(O)[N:65]=[N:64][C:62]=2[CH:63]=1.CN(C=[O:72])C. Product: [F:2][C:3]1[C:4]([C:15]([F:18])([F:16])[F:17])=[C:5]([CH:9]2[CH2:10][CH2:11][N:12]([C:63]([C:62]3[C:61]4[CH2:44][N:41]([C:24]([O:23][C:19]([CH3:20])([CH3:21])[CH3:22])=[O:25])[CH2:58][CH2:59][C:60]=4[NH:65][N:64]=3)=[O:72])[CH2:13][CH2:14]2)[CH:6]=[CH:7][CH:8]=1. The catalyst class is: 6. (2) Product: [F:67][CH:51]([F:50])[C:52]1[CH:53]=[CH:54][C:55]([C:58]2[C:63]([F:64])=[CH:62][N:61]=[C:60]([CH2:65][NH:66][C:14]([C@@H:9]3[CH2:10][C@@H:11]([F:13])[CH2:12][N:8]3[C:6]([O:5][C:1]([CH3:2])([CH3:3])[CH3:4])=[O:7])=[O:16])[CH:59]=2)=[CH:56][CH:57]=1. Reactant: [C:1]([O:5][C:6]([N:8]1[CH2:12][C@H:11]([F:13])[CH2:10][C@H:9]1[C:14]([OH:16])=O)=[O:7])([CH3:4])([CH3:3])[CH3:2].CCN(C(C)C)C(C)C.CN(C(ON1N=NC2C=CC=NC1=2)=[N+](C)C)C.F[P-](F)(F)(F)(F)F.[F:50][CH:51]([F:67])[C:52]1[CH:57]=[CH:56][C:55]([C:58]2[C:63]([F:64])=[CH:62][N:61]=[C:60]([CH2:65][NH2:66])[CH:59]=2)=[CH:54][CH:53]=1. The catalyst class is: 434. (3) Reactant: [N:1]([CH:4]([C:6]1[CH:7]=[C:8]([C:23]#[N:24])[C:9]2[CH:10]=[CH:11][CH:12]=[N:13][C:14]=2[C:15]=1[C:16]1[CH:21]=[CH:20][CH:19]=[C:18]([F:22])[CH:17]=1)[CH3:5])=[N+]=[N-].O.CP(C)C.C(OCC)(=O)C. Product: [NH2:1][CH:4]([C:6]1[CH:7]=[C:8]([C:23]#[N:24])[C:9]2[CH:10]=[CH:11][CH:12]=[N:13][C:14]=2[C:15]=1[C:16]1[CH:21]=[CH:20][CH:19]=[C:18]([F:22])[CH:17]=1)[CH3:5]. The catalyst class is: 7. (4) Product: [O:1]=[C:2]1[CH:10]=[CH:5][C:4](=[O:12])[N:3]1[CH2:13][CH2:14][P:15]([CH2:20][CH2:21][P:22]([CH2:27][CH2:28][C:29]([OH:31])=[O:30])([OH:24])=[O:23])([OH:17])=[O:16]. Reactant: [O:1]=[C:2]1[CH:10]2[C@H:5]([C@@H]3O[C@H]2C=C3)[C:4](=[O:12])[N:3]1[CH2:13][CH2:14][P:15]([CH2:20][CH2:21][P:22]([CH2:27][CH2:28][C:29]([O:31]CC)=[O:30])([O:24]CC)=[O:23])([O:17]CC)=[O:16].CC(N(C)C)=O.C1(C)C=CC=CC=1.Cl. The catalyst class is: 6. (5) Reactant: [CH:1]1([N:4]([CH2:18][C:19]2[O:20][CH:21]=[C:22]([C:24]([N:26]3[CH2:31][CH2:30][NH:29][CH2:28][CH2:27]3)=[O:25])[N:23]=2)[S:5]([C:8]2[C:13]([CH3:14])=[CH:12][C:11]([O:15][CH3:16])=[CH:10][C:9]=2[CH3:17])(=[O:7])=[O:6])[CH2:3][CH2:2]1.[CH3:32][N:33]1[C:37]([CH:38]=O)=[CH:36][N:35]=[CH:34]1.CC(O)=O. Product: [CH:1]1([N:4]([CH2:18][C:19]2[O:20][CH:21]=[C:22]([C:24]([N:26]3[CH2:31][CH2:30][N:29]([CH2:38][C:37]4[N:33]([CH3:32])[CH:34]=[N:35][CH:36]=4)[CH2:28][CH2:27]3)=[O:25])[N:23]=2)[S:5]([C:8]2[C:9]([CH3:17])=[CH:10][C:11]([O:15][CH3:16])=[CH:12][C:13]=2[CH3:14])(=[O:6])=[O:7])[CH2:2][CH2:3]1. The catalyst class is: 26. (6) Reactant: [N:1]1[CH:6]=[CH:5][CH:4]=[CH:3][C:2]=1[C:7]([NH:9][C:10](=O)[O:11]C1C=CC=CC=1)=[O:8].Cl.[NH:20]1[CH2:25][CH2:24][C:23](=[CH:26][C:27]2[CH:28]=[C:29]([CH:41]=[CH:42][CH:43]=2)[O:30][C:31]2[CH:36]=[CH:35][C:34]([C:37]([F:40])([F:39])[F:38])=[CH:33][N:32]=2)[CH2:22][CH2:21]1.C(N(C(C)C)CC)(C)C. Product: [F:39][C:37]([F:40])([F:38])[C:34]1[CH:35]=[CH:36][C:31]([O:30][C:29]2[CH:28]=[C:27]([CH:43]=[CH:42][CH:41]=2)[CH:26]=[C:23]2[CH2:24][CH2:25][N:20]([C:10]([NH:9][C:7]([C:2]3[CH:3]=[CH:4][CH:5]=[CH:6][N:1]=3)=[O:8])=[O:11])[CH2:21][CH2:22]2)=[N:32][CH:33]=1. The catalyst class is: 10. (7) Reactant: [CH3:1][O:2][C:3]1[CH:4]=[C:5]([CH2:10][C:11]([O:13][CH2:14][CH3:15])=[O:12])[CH:6]=[C:7]([CH3:9])[CH:8]=1.[CH:16](OCC)=[O:17].CCO.O. Product: [O:17]=[CH:16][CH:10]([C:5]1[CH:6]=[C:7]([CH3:9])[CH:8]=[C:3]([O:2][CH3:1])[CH:4]=1)[C:11]([O:13][CH2:14][CH3:15])=[O:12]. The catalyst class is: 28. (8) Reactant: [NH2:1][C:2]1[CH:9]=[CH:8][C:5]([C:6]#[N:7])=[CH:4][CH:3]=1.Br[CH2:11][C:12]([OH:14])=[O:13]. Product: [C:6]([C:5]1[CH:8]=[CH:9][C:2]([NH:1][CH2:11][C:12]([OH:14])=[O:13])=[CH:3][CH:4]=1)#[N:7]. The catalyst class is: 6. (9) Reactant: [CH3:1][O:2][C:3]1[CH:11]=[CH:10][C:6]([C:7]([OH:9])=O)=[CH:5][C:4]=1[C:12]#[C:13][C:14]1[CH:19]=[CH:18][CH:17]=[CH:16][N:15]=1.C1C=CC2N(O)N=NC=2C=1.C(Cl)CCl.[N:34]1([C:40]([O:42][C:43]([CH3:46])([CH3:45])[CH3:44])=[O:41])[CH2:39][CH2:38][NH:37][CH2:36][CH2:35]1. Product: [CH3:1][O:2][C:3]1[CH:11]=[CH:10][C:6]([C:7]([N:37]2[CH2:36][CH2:35][N:34]([C:40]([O:42][C:43]([CH3:46])([CH3:45])[CH3:44])=[O:41])[CH2:39][CH2:38]2)=[O:9])=[CH:5][C:4]=1[C:12]#[C:13][C:14]1[CH:19]=[CH:18][CH:17]=[CH:16][N:15]=1. The catalyst class is: 2. (10) Reactant: [CH3:1][C:2]([C:10]1[C:11]([CH:16]=O)=[N:12][CH:13]=[CH:14][CH:15]=1)([C:4]1[CH:9]=[CH:8][CH:7]=[CH:6][CH:5]=1)[CH3:3].[C:18]([O:22][C:23]([N:25]1[CH2:30][CH2:29][CH:28]([NH:31][CH2:32][C:33]2[C:38]([CH3:39])=[CH:37][C:36]([Cl:40])=[CH:35][N:34]=2)[CH2:27][CH2:26]1)=[O:24])([CH3:21])([CH3:20])[CH3:19].[BH-](OC(C)=O)(OC(C)=O)OC(C)=O.[Na+]. Product: [C:18]([O:22][C:23]([N:25]1[CH2:26][CH2:27][CH:28]([N:31]([CH2:32][C:33]2[C:38]([CH3:39])=[CH:37][C:36]([Cl:40])=[CH:35][N:34]=2)[CH2:16][C:11]2[C:10]([C:2]([CH3:1])([C:4]3[CH:5]=[CH:6][CH:7]=[CH:8][CH:9]=3)[CH3:3])=[CH:15][CH:14]=[CH:13][N:12]=2)[CH2:29][CH2:30]1)=[O:24])([CH3:21])([CH3:20])[CH3:19]. The catalyst class is: 2.